From a dataset of Reaction yield outcomes from USPTO patents with 853,638 reactions. Predict the reaction yield, written as a fraction of the theoretical maximum amount of product (1.0 means a 100% yield; for example, 0.34 means a 34% yield). (1) The reactants are [CH3:1][O:2][C:3]1[CH:4]=[C:5]2[C:10](=[CH:11][C:12]=1[O:13][CH2:14][C@H:15]1[CH2:17][O:16]1)[N:9]=[CH:8][N:7]=[C:6]2[O:18][C:19]1[CH:20]=[C:21]2[C:25](=[CH:26][CH:27]=1)[NH:24][CH:23]=[C:22]2[CH3:28].[CH:29]([NH:32][CH:33]([CH3:35])[CH3:34])([CH3:31])[CH3:30]. The catalyst is CN(C=O)C. The product is [OH:16][C@H:15]([CH2:17][N:32]([CH:33]([CH3:35])[CH3:34])[CH:29]([CH3:31])[CH3:30])[CH2:14][O:13][C:12]1[CH:11]=[C:10]2[C:5]([C:6]([O:18][C:19]3[CH:20]=[C:21]4[C:25](=[CH:26][CH:27]=3)[NH:24][CH:23]=[C:22]4[CH3:28])=[N:7][CH:8]=[N:9]2)=[CH:4][C:3]=1[O:2][CH3:1]. The yield is 0.930. (2) The reactants are C[O:2][C:3]([C@@:5]12[CH2:23][C@H:22]1[CH:21]=[CH:20][CH2:19][CH2:18][CH2:17][CH2:16][N:15]([CH3:24])[C:14](=[O:25])[N:13]1[C@@H:8]([CH2:9][C@@H:10]([O:26][C:27]3[CH:32]=[C:31]([C:33]4[CH:37]=[C:36]([CH3:38])[S:35][C:34]=4[CH3:39])[N:30]=[C:29]([C:40]4[S:41][CH:42]=[C:43]([C:45]([F:48])([F:47])[F:46])[N:44]=4)[N:28]=3)[CH2:11][CH2:12]1)[C:7](=[O:49])[NH:6]2)=[O:4].C(C1N=C(C2C=C(O[C@H]3C[C@@H]4N(C(=O)N(C)CCCCC=C[C@H]5[C@](C(O)=O)(NC4=O)C5)CC3)C3C(=C(C)C(OC)=CC=3)N=2)SC=1)#C. No catalyst specified. The product is [CH3:39][C:34]1[S:35][C:36]([CH3:38])=[CH:37][C:33]=1[C:31]1[N:30]=[C:29]([C:40]2[S:41][CH:42]=[C:43]([C:45]([F:46])([F:47])[F:48])[N:44]=2)[N:28]=[C:27]([O:26][C@@H:10]2[CH2:9][C@@H:8]3[N:13]([C:14](=[O:25])[N:15]([CH3:24])[CH2:16][CH2:17][CH2:18][CH2:19][CH:20]=[CH:21][C@H:22]4[C@:5]([C:3]([OH:4])=[O:2])([NH:6][C:7]3=[O:49])[CH2:23]4)[CH2:12][CH2:11]2)[CH:32]=1. The yield is 0.900. (3) The reactants are C(O[C:6](=[O:34])[NH:7][C@@H:8]([CH3:33])[C:9]([N:11]1[CH2:16][CH2:15][CH2:14][C@@H:13]([C:17](=[O:32])[NH:18][C@@H:19]([C:21]2[CH:30]=[CH:29][C:28]3[C:23](=[CH:24][C:25]([Br:31])=[CH:26][CH:27]=3)[N:22]=2)[CH3:20])[NH:12]1)=[O:10])(C)(C)C.Cl.O1CCOCC1.[OH:42][C@@H:43]([C@@H:47]([O:49][CH3:50])[CH3:48])C(O)=O.C(N(CC)C(C)C)(C)C. The catalyst is ClCCl. The product is [Br:31][C:25]1[CH:24]=[C:23]2[C:28]([CH:29]=[CH:30][C:21]([C@H:19]([NH:18][C:17]([C@@H:13]3[CH2:14][CH2:15][CH2:16][N:11]([C:9](=[O:10])[C@@H:8]([NH:7][C:6](=[O:34])[C@@H:43]([OH:42])[C@@H:47]([O:49][CH3:50])[CH3:48])[CH3:33])[NH:12]3)=[O:32])[CH3:20])=[N:22]2)=[CH:27][CH:26]=1. The yield is 0.310. (4) The reactants are [H-].[Al+3].[Li+].[H-].[H-].[H-].[N:7]1([CH2:12][CH2:13][C:14](OC)=[O:15])[CH:11]=[CH:10][N:9]=[CH:8]1. The catalyst is C1COCC1. The product is [N:7]1([CH2:12][CH2:13][CH2:14][OH:15])[CH:11]=[CH:10][N:9]=[CH:8]1. The yield is 0.880. (5) The reactants are [CH3:1][N:2]1[CH2:7][CH2:6][CH:5]([CH2:8][CH2:9][CH2:10][CH2:11][O:12][C:13]2[CH:14]=[C:15]([CH:18]=[CH:19][N:20]=2)[C:16]#[N:17])[CH2:4][CH2:3]1.C[N:22]1[CH2:27][CH2:26][CH:25]([CH2:28][CH2:29][CH2:30][CH2:31]O)CC1.[H-].[Na+].Cl[C:36]1C=C(C=CN=1)C#N.C([O-])(O)=O.[Na+]. The catalyst is CN(C=O)C.O. The product is [CH3:31][C:30]1[C:27]2[N:22]=[C:16]([C:15]3[CH:18]=[CH:19][N:20]=[C:13]([O:12][CH2:11][CH2:10][CH2:9][CH2:8][CH:5]4[CH2:6][CH2:7][N:2]([CH3:1])[CH2:3][CH2:4]4)[CH:14]=3)[NH:17][C:26]=2[CH:25]=[C:28]([CH3:36])[CH:29]=1. The yield is 0.280. (6) The reactants are [CH:1](=O)[C:2]1[CH:7]=[CH:6][CH:5]=[N:4][CH:3]=1.S([NH:19][NH2:20])(C1C=CC(C)=CC=1)(=O)=O.[OH-].[Na+].[CH2:23]([NH:26][C:27](=[O:33])[O:28][C:29]([CH3:32])([CH3:31])[CH3:30])[C:24]#[CH:25]. The catalyst is CCO.O.CCOC(C)=O. The product is [N:4]1[CH:5]=[CH:6][CH:7]=[C:2]([C:1]2[CH:25]=[C:24]([CH2:23][NH:26][C:27](=[O:33])[O:28][C:29]([CH3:30])([CH3:32])[CH3:31])[NH:20][N:19]=2)[CH:3]=1. The yield is 0.360.